This data is from Reaction yield outcomes from USPTO patents with 853,638 reactions. The task is: Predict the reaction yield, written as a fraction of the theoretical maximum amount of product (1.0 means a 100% yield; for example, 0.34 means a 34% yield). (1) The reactants are [C:1]1(C)[CH:6]=[CH:5][C:4](S(O)(=O)=O)=[CH:3][CH:2]=1.C(Cl)(Cl)Cl.C[OH:17].[CH2:18]([OH:20])[CH3:19]. The catalyst is C1(C)C=CC=CC=1. The yield is 0.660. The product is [CH2:18]([O:20][C:6]1[C:1](=[O:17])[CH2:2][CH2:3][CH2:4][CH:5]=1)[CH3:19]. (2) The product is [CH3:1][O:2][C:3]([C:5]1[S:6][C:7]([C:11]#[C:12][C:13]([CH3:16])([CH3:15])[CH3:14])=[CH:8][C:9]=1[N:30]1[C@H:29]([CH:23]2[CH2:28][CH2:27][CH2:26][CH2:25][CH2:24]2)[CH2:33][O:32][C:31]1=[O:34])=[O:4]. The yield is 0.420. The reactants are [CH3:1][O:2][C:3]([C:5]1[S:6][C:7]([C:11]#[C:12][C:13]([CH3:16])([CH3:15])[CH3:14])=[CH:8][C:9]=1Br)=[O:4].C([O-])([O-])=O.[K+].[K+].[CH:23]1([C@@H:29]2[CH2:33][O:32][C:31](=[O:34])[NH:30]2)[CH2:28][CH2:27][CH2:26][CH2:25][CH2:24]1. The catalyst is [Cu]I.O1CCOCC1. (3) The reactants are [N-:1]=[N+:2]=[N-:3].[Na+].[F:5][C:6]1[C:11]([C:12]([O:14][CH3:15])=[O:13])=[C:10]([F:16])[C:9]([F:17])=[C:8](F)[C:7]=1[F:19]. The catalyst is CC(C)=O.O. The product is [N:1]([C:8]1[C:7]([F:19])=[C:6]([F:5])[C:11]([C:12]([O:14][CH3:15])=[O:13])=[C:10]([F:16])[C:9]=1[F:17])=[N+:2]=[N-:3]. The yield is 0.940. (4) The reactants are [Cl:1][C:2]1[C:3]([NH:15][CH:16]2[CH2:26][CH2:25][C:19]3([CH2:24][CH2:23][NH:22][CH2:21][CH2:20]3)[CH2:18][CH2:17]2)=[N:4][C:5]([NH:8][C:9]2[CH:10]=[N:11][N:12]([CH3:14])[CH:13]=2)=[N:6][CH:7]=1.C(N(CC)CC)C.[F:34][C:35]([F:46])([F:45])[C:36](O[C:36](=[O:37])[C:35]([F:46])([F:45])[F:34])=[O:37]. The catalyst is C(Cl)Cl. The product is [Cl:1][C:2]1[C:3]([NH:15][CH:16]2[CH2:26][CH2:25][C:19]3([CH2:24][CH2:23][N:22]([C:36](=[O:37])[C:35]([F:46])([F:45])[F:34])[CH2:21][CH2:20]3)[CH2:18][CH2:17]2)=[N:4][C:5]([NH:8][C:9]2[CH:10]=[N:11][N:12]([CH3:14])[CH:13]=2)=[N:6][CH:7]=1. The yield is 0.710. (5) The reactants are Cl[C:2]1[N:7]=[C:6]([C:8]2[S:12][C:11]([CH:13]([CH3:15])[CH3:14])=[N:10][C:9]=2[C:16]2[CH:17]=[C:18]([NH:22][S:23]([C:26]3[C:31]([F:32])=[CH:30][CH:29]=[CH:28][C:27]=3[F:33])(=[O:25])=[O:24])[CH:19]=[CH:20][CH:21]=2)[CH:5]=[CH:4][N:3]=1.[CH2:34]1[C@H:39]2[CH2:40][N:41]([C:44]3[N:49]=[CH:48][C:47]([NH2:50])=[CH:46][CH:45]=3)[CH2:42][CH2:43][N:38]2[CH2:37][CH2:36][O:35]1. The catalyst is C(O)CCC.CO. The product is [F:33][C:27]1[CH:28]=[CH:29][CH:30]=[C:31]([F:32])[C:26]=1[S:23]([NH:22][C:18]1[CH:19]=[CH:20][CH:21]=[C:16]([C:9]2[N:10]=[C:11]([CH:13]([CH3:15])[CH3:14])[S:12][C:8]=2[C:6]2[CH:5]=[CH:4][N:3]=[C:2]([NH:50][C:47]3[CH:48]=[N:49][C:44]([N:41]4[CH2:42][CH2:43][N:38]5[C@@H:39]([CH2:34][O:35][CH2:36][CH2:37]5)[CH2:40]4)=[CH:45][CH:46]=3)[N:7]=2)[CH:17]=1)(=[O:25])=[O:24]. The yield is 0.380. (6) The reactants are [CH2:1]([C:3]([C:21]1[CH:26]=[CH:25][C:24]([OH:27])=[C:23]([CH3:28])[CH:22]=1)([C:6]1[CH:11]=[CH:10][C:9]([CH2:12][CH2:13][CH:14]([OH:19])[C:15]([CH3:18])([CH3:17])[CH3:16])=[C:8]([CH3:20])[CH:7]=1)[CH2:4][CH3:5])[CH3:2].CC1(C)[O:35][CH2:34][CH:33]([CH2:36]OS(C2C=CC(C)=CC=2)(=O)=O)[CH2:32][O:31]1. No catalyst specified. The product is [CH2:1]([C:3]([C:21]1[CH:26]=[CH:25][C:24]([O:27][CH2:36][CH:33]([CH2:34][OH:35])[CH2:32][OH:31])=[C:23]([CH3:28])[CH:22]=1)([C:6]1[CH:11]=[CH:10][C:9]([CH2:12][CH2:13][CH:14]([OH:19])[C:15]([CH3:17])([CH3:18])[CH3:16])=[C:8]([CH3:20])[CH:7]=1)[CH2:4][CH3:5])[CH3:2]. The yield is 0.360. (7) The reactants are [N:1]([O-])=O.[Na+].[NH2:5][C:6]1[CH:7]=[CH:8][C:9]([O:12][CH3:13])=[N:10][CH:11]=1.O.O.[Sn](Cl)Cl.[OH-].[Na+]. The catalyst is O.Cl.C(Cl)(Cl)Cl. The product is [NH:5]([C:6]1[CH:7]=[CH:8][C:9]([O:12][CH3:13])=[N:10][CH:11]=1)[NH2:1]. The yield is 0.600. (8) The yield is 0.520. The reactants are [Cl:1][C:2]1[CH:7]=[CH:6][C:5]([C@@H:8]2[CH2:12][N:11]([C:13]([CH:15]3[CH2:20][CH2:19][NH:18][CH2:17][CH2:16]3)=[O:14])[CH2:10][C@H:9]2[N:21]([CH3:32])[C:22](=[O:31])[O:23][C:24]2[CH:29]=[CH:28][C:27]([F:30])=[CH:26][CH:25]=2)=[CH:4][CH:3]=1.CCN(C(C)C)C(C)C.[C:42](Cl)(=[O:44])[CH3:43].CO. The product is [F:30][C:27]1[CH:26]=[CH:25][C:24]([O:23][C:22](=[O:31])[N:21]([C@H:9]2[C@H:8]([C:5]3[CH:4]=[CH:3][C:2]([Cl:1])=[CH:7][CH:6]=3)[CH2:12][N:11]([C:13]([CH:15]3[CH2:20][CH2:19][N:18]([C:42](=[O:44])[CH3:43])[CH2:17][CH2:16]3)=[O:14])[CH2:10]2)[CH3:32])=[CH:29][CH:28]=1. The catalyst is C(Cl)Cl.